Dataset: Peptide-MHC class II binding affinity with 134,281 pairs from IEDB. Task: Regression. Given a peptide amino acid sequence and an MHC pseudo amino acid sequence, predict their binding affinity value. This is MHC class II binding data. (1) The peptide sequence is ATISATPESATPFPH. The MHC is DRB1_0901 with pseudo-sequence DRB1_0901. The binding affinity (normalized) is 0.660. (2) The peptide sequence is NKGILVTVNPIASTN. The MHC is DRB3_0101 with pseudo-sequence DRB3_0101. The binding affinity (normalized) is 0.268.